Dataset: Forward reaction prediction with 1.9M reactions from USPTO patents (1976-2016). Task: Predict the product of the given reaction. (1) Given the reactants [CH3:1][O:2][C:3]1[CH:4]=[CH:5][C:6]([CH2:11][N:12]([CH2:21][C:22]2[C:27]([CH3:28])=[CH:26][CH:25]=[CH:24][N:23]=2)[CH:13]([C:15]2[CH:20]=[CH:19][CH:18]=[CH:17][N:16]=2)[CH3:14])=[C:7]([CH:10]=1)[C:8]#[N:9].N, predict the reaction product. The product is: [NH2:9][CH2:8][C:7]1[CH:10]=[C:3]([O:2][CH3:1])[CH:4]=[CH:5][C:6]=1[CH2:11][N:12]([CH2:21][C:22]1[C:27]([CH3:28])=[CH:26][CH:25]=[CH:24][N:23]=1)[CH:13]([C:15]1[CH:20]=[CH:19][CH:18]=[CH:17][N:16]=1)[CH3:14]. (2) The product is: [CH3:1][O:2][C:3]1[CH:8]=[C:7]([OH:20])[CH:6]=[C:5]([CH3:9])[C:4]=1[N:10]1[CH:14]=[C:13]([C:15]([F:18])([F:17])[F:16])[CH:12]=[N:11]1. Given the reactants [CH3:1][O:2][C:3]1[CH:8]=[CH:7][CH:6]=[C:5]([CH3:9])[C:4]=1[N:10]1[CH:14]=[C:13]([C:15]([F:18])([F:17])[F:16])[CH:12]=[N:11]1.B1(B2OC(C)(C)C(C)(C)O2)OC(C)(C)C(C)(C)[O:20]1.OOS([O-])=O.[K+], predict the reaction product.